Regression. Given a peptide amino acid sequence and an MHC pseudo amino acid sequence, predict their binding affinity value. This is MHC class I binding data. From a dataset of Peptide-MHC class I binding affinity with 185,985 pairs from IEDB/IMGT. (1) The MHC is HLA-A02:01 with pseudo-sequence HLA-A02:01. The binding affinity (normalized) is 0.541. The peptide sequence is FLYGALLL. (2) The peptide sequence is MVFGRFSFA. The MHC is HLA-B58:01 with pseudo-sequence HLA-B58:01. The binding affinity (normalized) is 0.213. (3) The peptide sequence is NISIIVLFQR. The MHC is HLA-A33:01 with pseudo-sequence HLA-A33:01. The binding affinity (normalized) is 0.330. (4) The peptide sequence is GRDHVRVTL. The MHC is HLA-A03:01 with pseudo-sequence HLA-A03:01. The binding affinity (normalized) is 0.0847. (5) The peptide sequence is SSVDEQIQWMY. The MHC is Mamu-B17 with pseudo-sequence Mamu-B17. The binding affinity (normalized) is 0. (6) The MHC is SLA-10401 with pseudo-sequence SLA-10401. The peptide sequence is YSYIFLSSY. The binding affinity (normalized) is 0.0847.